The task is: Predict which catalyst facilitates the given reaction.. This data is from Catalyst prediction with 721,799 reactions and 888 catalyst types from USPTO. (1) Reactant: [Cl:1][C:2]1[CH:3]=[CH:4][C:5]2[N:11]3[C:12]([C:15]([F:18])([F:17])[F:16])=[N:13][N:14]=[C:10]3[C@@H:9]([CH2:19][C:20]([O:22]C(C)C)=[O:21])[S:8][C@H:7]([C:26]3[CH:31]=[CH:30][CH:29]=[C:28]([O:32][CH3:33])[C:27]=3[Cl:34])[C:6]=2[CH:35]=1.Cl. Product: [Cl:1][C:2]1[CH:3]=[CH:4][C:5]2[N:11]3[C:12]([C:15]([F:18])([F:17])[F:16])=[N:13][N:14]=[C:10]3[C@@H:9]([CH2:19][C:20]([OH:22])=[O:21])[S:8][C@H:7]([C:26]3[CH:31]=[CH:30][CH:29]=[C:28]([O:32][CH3:33])[C:27]=3[Cl:34])[C:6]=2[CH:35]=1. The catalyst class is: 155. (2) Reactant: [CH2:1]([N:8]([CH2:18][C:19]1[CH:24]=[CH:23][CH:22]=[CH:21][CH:20]=1)[CH2:9][C:10]([F:17])([F:16])[C:11](OCC)=[O:12])[C:2]1[CH:7]=[CH:6][CH:5]=[CH:4][CH:3]=1.CC(C[AlH]CC(C)C)C. Product: [CH2:18]([N:8]([CH2:1][C:2]1[CH:7]=[CH:6][CH:5]=[CH:4][CH:3]=1)[CH2:9][C:10]([F:17])([F:16])[CH2:11][OH:12])[C:19]1[CH:20]=[CH:21][CH:22]=[CH:23][CH:24]=1. The catalyst class is: 1. (3) Reactant: [C:1]([O:5][C:6]([N:8]([CH2:22][CH:23]1[CH2:25][CH2:24]1)[C@@H:9]1[CH2:11][C@H:10]1[C:12]1[CH:13]=[C:14]([CH:18]=[CH:19][C:20]=1[F:21])[C:15](O)=[O:16])=[O:7])([CH3:4])([CH3:3])[CH3:2].Cl.[F:27][C:28]1([F:33])[CH2:31][CH:30]([NH2:32])[CH2:29]1.F[P-](F)(F)(F)(F)F.N1(OC(N(C)C)=[N+](C)C)C2N=CC=CC=2N=N1.C(=O)([O-])O.[Na+]. Product: [CH:23]1([CH2:22][N:8]([C@@H:9]2[CH2:11][C@H:10]2[C:12]2[CH:13]=[C:14]([C:15](=[O:16])[NH:32][CH:30]3[CH2:31][C:28]([F:33])([F:27])[CH2:29]3)[CH:18]=[CH:19][C:20]=2[F:21])[C:6](=[O:7])[O:5][C:1]([CH3:3])([CH3:2])[CH3:4])[CH2:24][CH2:25]1. The catalyst class is: 338. (4) Reactant: [Cl:1][C:2]1[CH:11]=[CH:10][CH:9]=[C:8]2[C:3]=1[C:4]([OH:26])=[C:5]([C:15]([NH:17][CH2:18][C:19]([O:21]C(C)(C)C)=[O:20])=[O:16])[C:6](=[O:14])[C:7]2([CH3:13])[CH3:12].C(O)(C(F)(F)F)=O. Product: [Cl:1][C:2]1[CH:11]=[CH:10][CH:9]=[C:8]2[C:3]=1[C:4]([OH:26])=[C:5]([C:15]([NH:17][CH2:18][C:19]([OH:21])=[O:20])=[O:16])[C:6](=[O:14])[C:7]2([CH3:13])[CH3:12]. The catalyst class is: 6. (5) Reactant: [CH2:1]([CH:8]1[C:17](=[O:18])[C:16]2[C:11](=[CH:12][C:13]([Cl:19])=[CH:14][CH:15]=2)[O:10][CH:9]1[C@H:20]([N:24]1[CH:28]=[C:27]([CH2:29][N:30]2C(=O)C3=CC=CC=C3C2=O)[N:26]=[C:25]1[C:41]1[CH:46]=[CH:45][C:44]([CH3:47])=[CH:43][CH:42]=1)[CH:21]([CH3:23])[CH3:22])[C:2]1[CH:7]=[CH:6][CH:5]=[CH:4][CH:3]=1.O.NN. Product: [NH2:30][CH2:29][C:27]1[N:26]=[C:25]([C:41]2[CH:46]=[CH:45][C:44]([CH3:47])=[CH:43][CH:42]=2)[N:24]([C@@H:20]([C:9]2[O:10][C:11]3[C:16]([C:17](=[O:18])[C:8]=2[CH2:1][C:2]2[CH:7]=[CH:6][CH:5]=[CH:4][CH:3]=2)=[CH:15][CH:14]=[C:13]([Cl:19])[CH:12]=3)[CH:21]([CH3:23])[CH3:22])[CH:28]=1. The catalyst class is: 14.